This data is from Reaction yield outcomes from USPTO patents with 853,638 reactions. The task is: Predict the reaction yield, written as a fraction of the theoretical maximum amount of product (1.0 means a 100% yield; for example, 0.34 means a 34% yield). (1) The reactants are [CH3:1][O:2][C:3]1[CH:8]=[C:7]([O:9][CH3:10])[CH:6]=[CH:5][C:4]=1B(O)O.[C:14]([C:17]1[CH:18]=[CH:19][C:20](OS(C(F)(F)F)(=O)=O)=[C:21]([CH:26]=1)[C:22]([O:24][CH3:25])=[O:23])(=[O:16])[CH3:15].C([O-])([O-])=O.[K+].[K+].C([O-])(O)=O.[Na+]. The catalyst is C(O)C.COCCOC.C1C=CC([P]([Pd]([P](C2C=CC=CC=2)(C2C=CC=CC=2)C2C=CC=CC=2)([P](C2C=CC=CC=2)(C2C=CC=CC=2)C2C=CC=CC=2)[P](C2C=CC=CC=2)(C2C=CC=CC=2)C2C=CC=CC=2)(C2C=CC=CC=2)C2C=CC=CC=2)=CC=1. The product is [C:14]([C:17]1[CH:26]=[C:21]([C:22]([O:24][CH3:25])=[O:23])[C:20]([C:4]2[CH:5]=[CH:6][C:7]([O:9][CH3:10])=[CH:8][C:3]=2[O:2][CH3:1])=[CH:19][CH:18]=1)(=[O:16])[CH3:15]. The yield is 0.870. (2) The reactants are [C:1]1([C:7]2[CH:12]=[C:11]([N:13]3[CH2:18][CH2:17][NH:16][CH2:15][CH2:14]3)[N:10]=[N:9][C:8]=2[C:19]([F:22])([F:21])[F:20])[CH:6]=[CH:5][CH:4]=[CH:3][CH:2]=1.[F:23][C:24]1[CH:25]=[C:26]([CH:29]=[C:30]([F:32])[CH:31]=1)[CH2:27]Br.C(N(C(C)C)CC)(C)C. The catalyst is C(#N)C. The product is [F:23][C:24]1[CH:25]=[C:26]([CH:29]=[C:30]([F:32])[CH:31]=1)[CH2:27][N:16]1[CH2:15][CH2:14][N:13]([C:11]2[N:10]=[N:9][C:8]([C:19]([F:22])([F:21])[F:20])=[C:7]([C:1]3[CH:2]=[CH:3][CH:4]=[CH:5][CH:6]=3)[CH:12]=2)[CH2:18][CH2:17]1. The yield is 0.520. (3) The catalyst is ClCCl. The product is [CH3:33][C:11]1[CH:12]=[C:13]([C:16]([N:18]2[CH2:27][CH2:26][C:25]3[N:24]=[C:23]([CH3:28])[O:22][C:21]=3[C:20]3[CH:29]=[CH:30][CH:31]=[CH:32][C:19]2=3)=[O:17])[CH:14]=[CH:15][C:10]=1[CH2:9][NH:8][C:4]([CH:1]1[CH2:3][CH2:2]1)=[O:5]. The yield is 0.670. The reactants are [CH:1]1([C:4](Cl)=[O:5])[CH2:3][CH2:2]1.Cl.[NH2:8][CH2:9][C:10]1[CH:15]=[CH:14][C:13]([C:16]([N:18]2[CH2:27][CH2:26][C:25]3[N:24]=[C:23]([CH3:28])[O:22][C:21]=3[C:20]3[CH:29]=[CH:30][CH:31]=[CH:32][C:19]2=3)=[O:17])=[CH:12][C:11]=1[CH3:33].C(N(CC)CC)C. (4) The reactants are [CH3:1][O:2][C:3]1[CH:8]=[CH:7][C:6]([C:9](=O)[C:10]2[CH:15]=[CH:14][CH:13]=[CH:12][CH:11]=2)=[CH:5][CH:4]=1. The catalyst is C1COCC1.[Zn]. The product is [CH3:1][O:2][C:3]1[CH:8]=[CH:7][C:6]([C:9]([C:10]2[CH:15]=[CH:14][CH:13]=[CH:12][CH:11]=2)=[C:9]([C:6]2[CH:5]=[CH:4][C:3]([O:2][CH3:1])=[CH:8][CH:7]=2)[C:10]2[CH:11]=[CH:12][CH:13]=[CH:14][CH:15]=2)=[CH:5][CH:4]=1. The yield is 0.910. (5) The reactants are Br[C:2]1[CH:3]=[C:4]([C:8]2[CH:21]=[CH:20][C:19]3[C:10](=[C:11]([C:28]4[CH:33]=[CH:32][CH:31]=[CH:30][CH:29]=4)[C:12]4[C:17]([C:18]=3[C:22]3[CH:27]=[CH:26][CH:25]=[CH:24][CH:23]=3)=[CH:16][CH:15]=[CH:14][CH:13]=4)[CH:9]=2)[CH:5]=[CH:6][CH:7]=1.[CH:34]1[C:42]2[C:41]3[CH:43]=[CH:44][CH:45]=[CH:46][C:40]=3[S:39][C:38]=2[C:37]([C:47]2[CH:48]=[CH:49][C:50]3[NH:51][C:52]4[C:57]([C:58]=3[CH:59]=2)=[CH:56][CH:55]=[CH:54][CH:53]=4)=[CH:36][CH:35]=1.CC(C)([O-])C.[Na+].C(P(C(C)(C)C)C(C)(C)C)(C)(C)C. The catalyst is C1C=CC(/C=C/C(/C=C/C2C=CC=CC=2)=O)=CC=1.C1C=CC(/C=C/C(/C=C/C2C=CC=CC=2)=O)=CC=1.[Pd].CCCCCC.C1(C)C=CC=CC=1. The product is [CH:34]1[C:42]2[C:41]3[CH:43]=[CH:44][CH:45]=[CH:46][C:40]=3[S:39][C:38]=2[C:37]([C:47]2[CH:48]=[CH:49][C:50]3[N:51]([C:6]4[CH:7]=[CH:2][CH:3]=[C:4]([C:8]5[CH:21]=[CH:20][C:19]6[C:10](=[C:11]([C:28]7[CH:33]=[CH:32][CH:31]=[CH:30][CH:29]=7)[C:12]7[C:17]([C:18]=6[C:22]6[CH:27]=[CH:26][CH:25]=[CH:24][CH:23]=6)=[CH:16][CH:15]=[CH:14][CH:13]=7)[CH:9]=5)[CH:5]=4)[C:52]4[C:57]([C:58]=3[CH:59]=2)=[CH:56][CH:55]=[CH:54][CH:53]=4)=[CH:36][CH:35]=1. The yield is 0.700.